This data is from Full USPTO retrosynthesis dataset with 1.9M reactions from patents (1976-2016). The task is: Predict the reactants needed to synthesize the given product. (1) Given the product [F:13][C:11]1[CH:12]=[C:3]([CH:4]=[C:5]([C:6]2[N:7]=[C:22]([C:19]3[CH:20]=[N:24][CH:23]=[CH:17][CH:18]=3)[O:9][N:8]=2)[CH:10]=1)[C:1]#[N:2], predict the reactants needed to synthesize it. The reactants are: [C:1]([C:3]1[CH:4]=[C:5]([CH:10]=[C:11]([F:13])[CH:12]=1)[C:6](=[N:8][OH:9])[NH2:7])#[N:2].FC1C=[C:17]([C:23]#[N:24])[CH:18]=[C:19]([CH:22]=1)[C:20]#N.C(Cl)(=O)C1C=CC=NC=1.N. (2) The reactants are: [CH3:1][O:2][C:3]([C@H:5]1[CH2:9][C@H:8]([OH:10])[C@@H:7]([NH2:11])[CH2:6]1)=[O:4].[S:12]1[CH:16]=[CH:15][CH:14]=[C:13]1[C:17](O)=[O:18].F[P-](F)(F)(F)(F)F.N1(O[P+](N(C)C)(N(C)C)N(C)C)C2C=CC=CC=2N=N1. Given the product [CH3:1][O:2][C:3]([C@@H:5]1[CH2:6][C@H:7]([NH:11][C:17]([C:13]2[S:12][CH:16]=[CH:15][CH:14]=2)=[O:18])[C@@H:8]([OH:10])[CH2:9]1)=[O:4], predict the reactants needed to synthesize it.